This data is from Peptide-MHC class II binding affinity with 134,281 pairs from IEDB. The task is: Regression. Given a peptide amino acid sequence and an MHC pseudo amino acid sequence, predict their binding affinity value. This is MHC class II binding data. (1) The peptide sequence is GAMRVTKDTNDNNLY. The MHC is HLA-DQA10103-DQB10603 with pseudo-sequence HLA-DQA10103-DQB10603. The binding affinity (normalized) is 0.209. (2) The peptide sequence is EYKSDYVYEPFPKEV. The MHC is DRB1_0101 with pseudo-sequence DRB1_0101. The binding affinity (normalized) is 0.199. (3) The peptide sequence is IPKGDFLTGPLNFTG. The MHC is DRB1_1101 with pseudo-sequence DRB1_1101. The binding affinity (normalized) is 0.187. (4) The peptide sequence is AAVLFAATAAAAAAV. The MHC is HLA-DPA10201-DPB10101 with pseudo-sequence HLA-DPA10201-DPB10101. The binding affinity (normalized) is 0. (5) The peptide sequence is LSDISLKLTSGKIAS. The MHC is DRB1_1101 with pseudo-sequence DRB1_1101. The binding affinity (normalized) is 0.626. (6) The peptide sequence is GYTPATPAAPAGAEP. The MHC is DRB1_1602 with pseudo-sequence DRB1_1602. The binding affinity (normalized) is 0.205. (7) The peptide sequence is ALTIKGLNPTAIFLT. The MHC is DRB1_1302 with pseudo-sequence DRB1_1302. The binding affinity (normalized) is 0.807.